From a dataset of Experimentally validated miRNA-target interactions with 360,000+ pairs, plus equal number of negative samples. Binary Classification. Given a miRNA mature sequence and a target amino acid sequence, predict their likelihood of interaction. (1) The miRNA is mmu-miR-1839-3p with sequence AGACCUACUUAUCUACCAACAGC. The protein sequence of the target gene is MPTIKLQSSDGEIFEVDVEIAKQSVTIKTMLEDLGMDDEGDDDPVPLPNVNAAILKKVIQWCTHHKDDPPPPEDDENKEKRTDDIPVWDQEFLKVDQGTLFELILAANYLDIKGLLDVTCKTVANMIKGKTPEEIRKTFNIKNDFTEEEEAQVRKENQWCEEK. Result: 0 (no interaction). (2) The miRNA is hsa-miR-6739-3p with sequence AUUGUUCUGUCUUUCUCCCAG. The protein sequence of the target gene is MEPNLQFWISERQAFFRRFCQWMDLLDPVNMFISIGSIEKSRQLLFTTEDAPKHYLDNQVIKDAWNKSLSTVHPDSSKLIPHLFRPAAFLPVTAPMVFLLMMPDTGIKSIILTQGCLYGYTTAFNITNGNASYSHGPVERTLLGAGVSVSSTFIGLIPHLFQMKYPPNNFWLKRTLPIVFLAQVSGMNVFASRSFENHRGIEVMDKEGHVVGHSRKAGRKAIKDTAKSRAVLFGTSALAPELFIHIFKRTRFYPQTLLSLVILRMSSTFFMMGLMVPVSFSMFPQIGQIQCSQLEEKIQS.... Result: 0 (no interaction).